From a dataset of Forward reaction prediction with 1.9M reactions from USPTO patents (1976-2016). Predict the product of the given reaction. (1) Given the reactants [C:1]([Si:5]([CH3:36])([CH3:35])[O:6][CH2:7][CH2:8][NH:9][C:10]1[CH:15]=[CH:14][C:13]([NH:16][C:17]([C:19]2[CH:24]=[CH:23][C:22]([F:25])=[CH:21][C:20]=2[NH:26][C:27]([C:29]2[S:30][C:31]([Cl:34])=[CH:32][CH:33]=2)=[O:28])=[O:18])=[CH:12][CH:11]=1)([CH3:4])([CH3:3])[CH3:2].[N:37]#[C:38]Br.C(=O)(O)[O-].[Na+], predict the reaction product. The product is: [Si:5]([O:6][CH2:7][CH2:8][N:9]([C:38]#[N:37])[C:10]1[CH:11]=[CH:12][C:13]([NH:16][C:17]([C:19]2[CH:24]=[CH:23][C:22]([F:25])=[CH:21][C:20]=2[NH:26][C:27]([C:29]2[S:30][C:31]([Cl:34])=[CH:32][CH:33]=2)=[O:28])=[O:18])=[CH:14][CH:15]=1)([C:1]([CH3:4])([CH3:3])[CH3:2])([CH3:36])[CH3:35]. (2) Given the reactants ClC1N=C(C2SC(C(C)C)=NC=2C2C=C(NS(C3C(F)=CC=CC=3F)(=O)=O)C=CC=2)C=CN=1.[Cl:34][C:35]1[N:40]=[C:39]([C:41]2[S:45][C:44]([CH:46]([CH3:48])[CH3:47])=[N:43][C:42]=2[C:49]2[CH:50]=[C:51]([CH:53]=[CH:54][CH:55]=2)[NH2:52])[CH:38]=[CH:37][N:36]=1.[F:56][C:57]1[CH:58]=[CH:59][C:60]([O:67][CH3:68])=[C:61]([S:63](Cl)(=[O:65])=[O:64])[CH:62]=1, predict the reaction product. The product is: [Cl:34][C:35]1[N:40]=[C:39]([C:41]2[S:45][C:44]([CH:46]([CH3:48])[CH3:47])=[N:43][C:42]=2[C:49]2[CH:50]=[C:51]([NH:52][S:63]([C:61]3[CH:62]=[C:57]([F:56])[CH:58]=[CH:59][C:60]=3[O:67][CH3:68])(=[O:64])=[O:65])[CH:53]=[CH:54][CH:55]=2)[CH:38]=[CH:37][N:36]=1. (3) Given the reactants [C:1](=[O:21])([O:11]C1C=CC([N+]([O-])=O)=CC=1)[O:2][CH2:3][CH:4]1[CH2:9][CH2:8][N:7]([CH3:10])[CH2:6][CH2:5]1.CCN(C(C)C)C(C)C.[C:31]1([N:37]2[CH2:42][CH2:41][NH:40][CH2:39][CH2:38]2)[CH:36]=[CH:35][CH:34]=[CH:33][CH:32]=1, predict the reaction product. The product is: [CH:1]([OH:11])=[O:2].[C:31]1([N:37]2[CH2:42][CH2:41][N:40]([C:1]([O:2][CH2:3][CH:4]3[CH2:5][CH2:6][N:7]([CH3:10])[CH2:8][CH2:9]3)=[O:21])[CH2:39][CH2:38]2)[CH:36]=[CH:35][CH:34]=[CH:33][CH:32]=1. (4) Given the reactants C([O:5][C:6]([CH:8]1[CH:12]([C:13]2[CH:18]=[CH:17][CH:16]=[C:15]([Cl:19])[CH:14]=2)[C:11]([C:22]2[CH:23]=[N:24][C:25]([Cl:28])=[CH:26][CH:27]=2)([C:20]#[N:21])[CH:10]([CH2:29][C:30]([CH3:33])([CH3:32])[CH3:31])[NH:9]1)=[O:7])(C)(C)C.[OH-].[Na+], predict the reaction product. The product is: [Cl:19][C:15]1[CH:14]=[C:13]([CH:12]2[C:11]([C:22]3[CH:23]=[N:24][C:25]([Cl:28])=[CH:26][CH:27]=3)([C:20]#[N:21])[CH:10]([CH2:29][C:30]([CH3:31])([CH3:32])[CH3:33])[NH:9][CH:8]2[C:6]([OH:7])=[O:5])[CH:18]=[CH:17][CH:16]=1. (5) Given the reactants [NH2:1][C:2]1[CH:3]=[N:4][N:5]([CH3:24])[C:6]=1[N:7]1[CH2:13][CH2:12][C@@H:11]([O:14][CH3:15])[C@H:10]([NH:16]C(=O)OC(C)(C)C)[CH2:9][CH2:8]1.C(OC([NH:32][C:33]1[S:37][C:36]([C:38]2[CH:43]=[C:42]([CH3:44])[CH:41]=[CH:40][C:39]=2[F:45])=[N:35][C:34]=1[C:46](O)=[O:47])=O)(C)(C)C, predict the reaction product. The product is: [NH2:32][C:33]1[S:37][C:36]([C:38]2[CH:43]=[C:42]([CH3:44])[CH:41]=[CH:40][C:39]=2[F:45])=[N:35][C:34]=1[C:46]([NH:1][C:2]1[CH:3]=[N:4][N:5]([CH3:24])[C:6]=1[N:7]1[CH2:13][CH2:12][CH:11]([O:14][CH3:15])[CH:10]([NH2:16])[CH2:9][CH2:8]1)=[O:47]. (6) The product is: [CH3:33][O:41][C:3]1[CH:2]=[CH:10][C:9]2[NH:8][C:7]3[C:22]([CH3:23])=[N:21][C:16]4[CH2:15][C:14]([CH3:18])([CH3:19])[CH2:13][C:12](=[O:20])[C:11]=4[C:6]=3[C:5]=2[CH:4]=1. Given the reactants F[C:2]1[CH:10]=[C:9]2[C:5]([C:6]([CH:11]3[C:16](=O)[CH2:15][C:14]([CH3:19])([CH3:18])[CH2:13][C:12]3=[O:20])=[CH:7][NH:8]2)=[CH:4][CH:3]=1.[NH2:21][C:22]1C=CC(OC)=C[C:23]=1C(O)=O.[C:33](O)(=[O:41])C1C(=CC=CC=1)N, predict the reaction product. (7) The product is: [N+:1]([C:4]1[N:5]=[C:6]2[N:11]([CH:12]=1)[CH2:10][C@H:9]([NH:13][C:37](=[O:38])[CH2:36][CH2:35][N:32]1[CH2:31][CH2:30][CH:29]([O:28][C:27]3[CH:40]=[CH:41][C:24]([O:23][C:22]([F:21])([F:42])[F:43])=[CH:25][CH:26]=3)[CH2:34][CH2:33]1)[CH2:8][O:7]2)([O-:3])=[O:2]. Given the reactants [N+:1]([C:4]1[N:5]=[C:6]2[N:11]([CH:12]=1)[CH2:10][CH:9]([NH2:13])[CH2:8][O:7]2)([O-:3])=[O:2].CCN(CC)CC.[F:21][C:22]([F:43])([F:42])[O:23][C:24]1[CH:41]=[CH:40][C:27]([O:28][CH:29]2[CH2:34][CH2:33][N:32]([CH2:35][CH2:36][C:37](Cl)=[O:38])[CH2:31][CH2:30]2)=[CH:26][CH:25]=1.ClCCl, predict the reaction product. (8) The product is: [Cl:38][C:7]([Cl:42])=[CH:8][SiH2:9][CH2:10][SiH2:11][CH:12]=[C:13]([Cl:41])[Cl:40]. Given the reactants C1([C:7](C2C=CC=CC=2)=[CH:8][SiH2:9][CH2:10][SiH2:11][CH:12]=[C:13](C2C=CC=CC=2)C2C=CC=CC=2)C=CC=CC=1.C1C=CC=CC=1.[Cl-:38].[Al+3].[Cl-:40].[Cl-:41].[ClH:42], predict the reaction product. (9) Given the reactants [CH:1]([C:4]1[CH:5]=[CH:6][C:7]2[C:12]([NH:13][C:14]3[CH:15]=[C:16]([CH:20]=[CH:21][C:22]=3[S:23][C:24]3[CH:29]=[CH:28][C:27]([O:30][CH3:31])=[CH:26][CH:25]=3)[C:17](Cl)=[O:18])=[N:11][CH:10]=[N:9][C:8]=2[N:32]=1)([CH3:3])[CH3:2].[F:33][C:34]([F:43])([F:42])[C:35]1[CH:36]=[C:37]([CH:39]=[CH:40][CH:41]=1)[NH2:38].NC1C=C(O)C(C)=CC=1, predict the reaction product. The product is: [CH:1]([C:4]1[CH:5]=[CH:6][C:7]2[C:12]([NH:13][C:14]3[CH:15]=[C:16]([CH:20]=[CH:21][C:22]=3[S:23][C:24]3[CH:29]=[CH:28][C:27]([O:30][CH3:31])=[CH:26][CH:25]=3)[C:17]([NH:38][C:37]3[CH:39]=[CH:40][CH:41]=[C:35]([C:34]([F:33])([F:42])[F:43])[CH:36]=3)=[O:18])=[N:11][CH:10]=[N:9][C:8]=2[N:32]=1)([CH3:3])[CH3:2].